From a dataset of Peptide-MHC class I binding affinity with 185,985 pairs from IEDB/IMGT. Regression. Given a peptide amino acid sequence and an MHC pseudo amino acid sequence, predict their binding affinity value. This is MHC class I binding data. (1) The peptide sequence is RTLLLLML. The MHC is H-2-Db with pseudo-sequence H-2-Db. The binding affinity (normalized) is 0.181. (2) The peptide sequence is EVIERINLLV. The MHC is HLA-A02:02 with pseudo-sequence HLA-A02:02. The binding affinity (normalized) is 0.0862. (3) The peptide sequence is FYRNISDPL. The MHC is HLA-C04:01 with pseudo-sequence HLA-C04:01. The binding affinity (normalized) is 0.0847. (4) The peptide sequence is GAEHVDTSY. The MHC is HLA-A26:01 with pseudo-sequence HLA-A26:01. The binding affinity (normalized) is 0.279. (5) The peptide sequence is QHAWPLPPL. The MHC is HLA-A80:01 with pseudo-sequence HLA-A80:01. The binding affinity (normalized) is 0.0847.